Dataset: TCR-epitope binding with 47,182 pairs between 192 epitopes and 23,139 TCRs. Task: Binary Classification. Given a T-cell receptor sequence (or CDR3 region) and an epitope sequence, predict whether binding occurs between them. (1) The epitope is NYSGVVTTVMF. The TCR CDR3 sequence is CASSPGVGTGTDTQYF. Result: 1 (the TCR binds to the epitope). (2) The epitope is VLWAHGFEL. The TCR CDR3 sequence is CASSLGGGYTF. Result: 1 (the TCR binds to the epitope).